This data is from Full USPTO retrosynthesis dataset with 1.9M reactions from patents (1976-2016). The task is: Predict the reactants needed to synthesize the given product. (1) The reactants are: Br[C:2]1[CH:6]=[CH:5][O:4][C:3]=1[C:7]1[CH:12]=[CH:11][N:10]=[CH:9][CH:8]=1.[CH3:13][O:14][N:15]=[C:16]1[C:24]2[C:19](=[CH:20][C:21](B(O)O)=[CH:22][CH:23]=2)[CH2:18][CH2:17]1.C(=O)([O-])[O-].[K+].[K+].C1(P(C2C=CC=CC=2)C2C=CC=CC=2)C=CC=CC=1. Given the product [CH3:13][O:14][N:15]=[C:16]1[C:24]2[C:19](=[CH:20][C:21]([C:2]3[CH:6]=[CH:5][O:4][C:3]=3[C:7]3[CH:12]=[CH:11][N:10]=[CH:9][CH:8]=3)=[CH:22][CH:23]=2)[CH2:18][CH2:17]1, predict the reactants needed to synthesize it. (2) Given the product [CH2:1]([C:3]([C:13]1[C:21]2[C:16](=[C:17]([NH:22][S:25]([CH2:23][CH3:24])(=[O:27])=[O:26])[CH:18]=[CH:19][CH:20]=2)[NH:15][CH:14]=1)([C:6]1[CH:7]=[CH:8][C:9]([F:12])=[CH:10][CH:11]=1)[CH2:4][CH3:5])[CH3:2], predict the reactants needed to synthesize it. The reactants are: [CH2:1]([C:3]([C:13]1[C:21]2[C:16](=[C:17]([NH2:22])[CH:18]=[CH:19][CH:20]=2)[NH:15][CH:14]=1)([C:6]1[CH:11]=[CH:10][C:9]([F:12])=[CH:8][CH:7]=1)[CH2:4][CH3:5])[CH3:2].[CH2:23]([S:25](Cl)(=[O:27])=[O:26])[CH3:24].N1C=CC=CC=1.C(=O)(O)[O-].[Na+]. (3) Given the product [CH2:4]([O:16][C:17](=[O:18])[N:19]([CH2:29][C:30]1[CH:39]=[CH:38][CH:37]=[C:32]([C:33](=[O:35])[CH2:2][C:1]#[N:3])[CH:31]=1)[CH2:20][C:21]1[CH:26]=[CH:25][C:24]([O:27][CH3:28])=[CH:23][CH:22]=1)[C:5]1[CH:43]=[CH:42][CH:41]=[CH:7][CH:6]=1, predict the reactants needed to synthesize it. The reactants are: [C:1](#[N:3])[CH3:2].[CH2:4]([Li])[CH2:5][CH2:6][CH3:7].C([O:16][C:17]([N:19]([CH2:29][C:30]1[CH:31]=[C:32]([CH:37]=[CH:38][CH:39]=1)[C:33]([O:35]C)=O)[CH2:20][C:21]1[CH:26]=[CH:25][C:24]([O:27][CH3:28])=[CH:23][CH:22]=1)=[O:18])C1C=CC=CC=1.O1C[CH2:43][CH2:42][CH2:41]1.